This data is from Catalyst prediction with 721,799 reactions and 888 catalyst types from USPTO. The task is: Predict which catalyst facilitates the given reaction. (1) Reactant: Br[CH:2]([CH3:4])[CH3:3].CN(C=O)C.[OH:10][C:11]1[CH:20]=[C:19]([I:21])[CH:18]=[CH:17][C:12]=1[C:13]([O:15][CH3:16])=[O:14].C(=O)([O-])[O-].[K+].[K+]. Product: [I:21][C:19]1[CH:18]=[CH:17][C:12]([C:13]([O:15][CH3:16])=[O:14])=[C:11]([O:10][CH:2]([CH3:4])[CH3:3])[CH:20]=1. The catalyst class is: 6. (2) Reactant: [CH3:1][C:2]1([CH:6]2[C:15]3[C:10](=[CH:11][CH:12]=[CH:13][CH:14]=3)[N:9]([CH2:16][CH2:17][NH2:18])[CH2:8][CH2:7]2)[CH2:5][O:4][CH2:3]1.C=O.[C:21](O)(C(F)(F)F)=O.[OH-].[Na+]. Product: [CH3:1][C:2]1([CH:6]2[C:15]3[C:10]4=[C:11]([CH2:21][NH:18][CH2:17][CH2:16][N:9]4[CH2:8][CH2:7]2)[CH:12]=[CH:13][CH:14]=3)[CH2:5][O:4][CH2:3]1. The catalyst class is: 8. (3) Reactant: [NH2:1][C:2]1[CH:10]=[CH:9][C:8]([F:11])=[CH:7][C:3]=1[C:4]([OH:6])=O.[C:12]([O:16][C:17]([N:19]1[CH2:24][CH2:23][CH2:22][C@@H:21]([NH2:25])[CH2:20]1)=[O:18])([CH3:15])([CH3:14])[CH3:13].[CH:26](OCC)(OCC)OCC. Product: [F:11][C:8]1[CH:7]=[C:3]2[C:2](=[CH:10][CH:9]=1)[N:1]=[CH:26][N:25]([C@@H:21]1[CH2:22][CH2:23][CH2:24][N:19]([C:17]([O:16][C:12]([CH3:15])([CH3:13])[CH3:14])=[O:18])[CH2:20]1)[C:4]2=[O:6]. The catalyst class is: 20. (4) Reactant: C(OC(=O)[NH:10][C@H:11]([C:23]([NH:25][CH2:26][CH:27]([OH:37])[CH2:28][NH:29][C:30]([O:32][C:33]([CH3:36])([CH3:35])[CH3:34])=[O:31])=[O:24])[CH2:12][CH2:13][CH2:14][NH:15][C:16]([O:18][C:19]([CH3:22])([CH3:21])[CH3:20])=[O:17])C1C=CC=CC=1. Product: [C:19]([O:18][C:16]([NH:15][CH2:14][CH2:13][CH2:12][C@@H:11]([C:23]([NH:25][CH2:26][CH:27]([OH:37])[CH2:28][NH:29][C:30]([O:32][C:33]([CH3:36])([CH3:35])[CH3:34])=[O:31])=[O:24])[NH2:10])=[O:17])([CH3:22])([CH3:21])[CH3:20]. The catalyst class is: 29. (5) Reactant: [CH:1]([C:4]1[CH:8]=[C:7]([NH2:9])[N:6]([C:10]2[CH:15]=[CH:14][CH:13]=[C:12]([O:16][CH3:17])[CH:11]=2)[N:5]=1)([CH3:3])[CH3:2].CCN(CC)CC.[Cl:25][C:26]1[CH:31]=[CH:30][C:29]([N:32]=[C:33]=[O:34])=[CH:28][CH:27]=1. Product: [Cl:25][C:26]1[CH:31]=[CH:30][C:29]([NH:32][C:33]([NH:9][C:7]2[N:6]([C:10]3[CH:15]=[CH:14][CH:13]=[C:12]([O:16][CH3:17])[CH:11]=3)[N:5]=[C:4]([CH:1]([CH3:3])[CH3:2])[CH:8]=2)=[O:34])=[CH:28][CH:27]=1. The catalyst class is: 1.